This data is from Full USPTO retrosynthesis dataset with 1.9M reactions from patents (1976-2016). The task is: Predict the reactants needed to synthesize the given product. (1) Given the product [CH:20]([C:5]1[C:4]([CH2:3][CH2:2][NH:1][CH2:23][CH2:24][CH2:25][CH2:26][CH3:27])=[CH:19][CH:18]=[CH:17][C:6]=1[O:7][C:8]1[CH:16]=[CH:15][C:11]([C:12]([NH2:14])=[O:13])=[CH:10][N:9]=1)([CH3:22])[CH3:21], predict the reactants needed to synthesize it. The reactants are: [NH2:1][CH2:2][CH2:3][C:4]1[C:5]([CH:20]([CH3:22])[CH3:21])=[C:6]([CH:17]=[CH:18][CH:19]=1)[O:7][C:8]1[CH:16]=[CH:15][C:11]([C:12]([NH2:14])=[O:13])=[CH:10][N:9]=1.[CH:23](=O)[CH2:24][CH2:25][CH2:26][CH3:27].[BH4-].[Na+]. (2) Given the product [CH3:40][C:11]([OH:39])([CH2:12][O:13][C:14]1[CH:15]=[CH:16][C:17]([N:20]2[CH2:21][CH2:22][CH:23]([CH2:26][CH2:27][C:28]3[CH:29]=[CH:30][C:31]([O:34][C:35]([F:38])([F:36])[F:37])=[CH:32][CH:33]=3)[CH2:24][CH2:25]2)=[CH:18][CH:19]=1)[CH2:10][CH2:9][OH:8], predict the reactants needed to synthesize it. The reactants are: C([O:8][CH2:9][CH2:10][C:11]([CH3:40])([OH:39])[CH2:12][O:13][C:14]1[CH:19]=[CH:18][C:17]([N:20]2[CH2:25][CH2:24][CH:23]([CH2:26][CH2:27][C:28]3[CH:33]=[CH:32][C:31]([O:34][C:35]([F:38])([F:37])[F:36])=[CH:30][CH:29]=3)[CH2:22][CH2:21]2)=[CH:16][CH:15]=1)C1C=CC=CC=1.[H][H]. (3) Given the product [CH:1]1([C:6]2[C:15]([C:16]([C:17]3[CH:22]=[CH:21][C:20]([C:23]([F:25])([F:26])[F:24])=[CH:19][CH:18]=3)=[O:27])=[C:14]([C:28]3[CH:33]=[CH:32][C:31]([F:34])=[C:30]([F:35])[CH:29]=3)[C:13]3[CH:12]([OH:36])[CH2:11][C:10]([CH3:38])([CH3:37])[CH2:9][C:8]=3[N:7]=2)[CH2:5][CH2:4][CH2:3][CH2:2]1, predict the reactants needed to synthesize it. The reactants are: [CH:1]1([C:6]2[C:15]([C:16](=[O:27])[C:17]3[CH:22]=[CH:21][C:20]([C:23]([F:26])([F:25])[F:24])=[CH:19][CH:18]=3)=[C:14]([C:28]3[CH:33]=[CH:32][C:31]([F:34])=[C:30]([F:35])[CH:29]=3)[C:13]3[C:12](=[O:36])[CH2:11][C:10]([CH3:38])([CH3:37])[CH2:9][C:8]=3[N:7]=2)[CH2:5][CH2:4][CH2:3][CH2:2]1. (4) The reactants are: [NH2:1][C:2]1[CH:22]=[CH:21][C:5]([O:6][C:7]2[N:12]=[CH:11][N:10]=[C:9]([NH:13][C:14](=[O:20])[O:15][C:16]([CH3:19])([CH3:18])[CH3:17])[CH:8]=2)=[C:4]([F:23])[CH:3]=1.[F:24][C:25]1[CH:30]=[CH:29][C:28]([NH:31][C:32](=[O:37])[CH2:33][C:34](O)=[O:35])=[CH:27][CH:26]=1.CN(C(ON1N=NC2C=CC=CC1=2)=[N+](C)C)C.[B-](F)(F)(F)F.CCN(C(C)C)C(C)C. Given the product [F:23][C:4]1[CH:3]=[C:2]([NH:1][C:34](=[O:35])[CH2:33][C:32]([NH:31][C:28]2[CH:29]=[CH:30][C:25]([F:24])=[CH:26][CH:27]=2)=[O:37])[CH:22]=[CH:21][C:5]=1[O:6][C:7]1[N:12]=[CH:11][N:10]=[C:9]([NH:13][C:14](=[O:20])[O:15][C:16]([CH3:19])([CH3:18])[CH3:17])[CH:8]=1, predict the reactants needed to synthesize it.